From a dataset of Catalyst prediction with 721,799 reactions and 888 catalyst types from USPTO. Predict which catalyst facilitates the given reaction. (1) Reactant: [CH3:1][N:2]1[C:7]2[N:8]=[CH:9][C:10]([O:12][C:13]3[CH:18]=[CH:17][CH:16]=[C:15]([C:19]([F:22])([F:21])[F:20])[CH:14]=3)=[CH:11][C:6]=2[C:5](=[O:23])[N:4]([CH2:24][CH2:25][CH2:26][O:27][CH:28]2[CH2:33][CH2:32][CH2:31][CH2:30][O:29]2)[C:3]1=[O:34].[Li+].CC([N-]C(C)C)C.[CH3:43][CH:44]([CH3:48])[CH2:45][CH:46]=[O:47]. Product: [OH:47][CH:46]([C:11]1[C:6]2[C:5](=[O:23])[N:4]([CH2:24][CH2:25][CH2:26][O:27][CH:28]3[CH2:33][CH2:32][CH2:31][CH2:30][O:29]3)[C:3](=[O:34])[N:2]([CH3:1])[C:7]=2[N:8]=[CH:9][C:10]=1[O:12][C:13]1[CH:18]=[CH:17][CH:16]=[C:15]([C:19]([F:20])([F:21])[F:22])[CH:14]=1)[CH2:45][CH:44]([CH3:48])[CH3:43]. The catalyst class is: 677. (2) Reactant: [Br:1][C:2]1[CH:3]=[C:4]2[C:8](=[CH:9][CH:10]=1)[C:7](=O)/[C:6](=[C:12](\SC)/[C:13]1[CH:18]=[CH:17][C:16]([O:19][C:20]([F:23])([F:22])[F:21])=[CH:15][CH:14]=1)/[CH2:5]2.[CH3:26][NH:27][NH2:28]. Product: [Br:1][C:2]1[CH:3]=[C:4]2[C:8](=[CH:9][CH:10]=1)[C:7]1=[N:28][N:27]([CH3:26])[C:12]([C:13]3[CH:18]=[CH:17][C:16]([O:19][C:20]([F:23])([F:22])[F:21])=[CH:15][CH:14]=3)=[C:6]1[CH2:5]2. The catalyst class is: 259.